Dataset: Catalyst prediction with 721,799 reactions and 888 catalyst types from USPTO. Task: Predict which catalyst facilitates the given reaction. Reactant: [Br:1][C:2]1[C:3](=O)[O:4][C:5](=[O:7])[CH:6]=1.[CH3:9][NH:10][NH2:11]. Product: [Br:1][C:2]1[C:3](=[O:4])[NH:11][N:10]([CH3:9])[C:5](=[O:7])[CH:6]=1. The catalyst class is: 52.